From a dataset of Full USPTO retrosynthesis dataset with 1.9M reactions from patents (1976-2016). Predict the reactants needed to synthesize the given product. (1) The reactants are: [CH3:1][O:2][C:3]1[CH:12]=[C:11]([O:13][C:14]2[CH:19]=[CH:18][CH:17]=[CH:16][CH:15]=2)[CH:10]=[CH:9][C:4]=1[C:5]([O:7]C)=[O:6].O.[OH-].[Li+].O1CCCC1.Cl. Given the product [CH3:1][O:2][C:3]1[CH:12]=[C:11]([O:13][C:14]2[CH:19]=[CH:18][CH:17]=[CH:16][CH:15]=2)[CH:10]=[CH:9][C:4]=1[C:5]([OH:7])=[O:6], predict the reactants needed to synthesize it. (2) Given the product [N+:1]([C:4]1[CH:5]=[C:6]([CH2:7][OH:8])[CH:10]=[C:11]([C:13]([F:14])([F:15])[F:16])[CH:12]=1)([O-:3])=[O:2], predict the reactants needed to synthesize it. The reactants are: [N+:1]([C:4]1[CH:5]=[C:6]([CH:10]=[C:11]([C:13]([F:16])([F:15])[F:14])[CH:12]=1)[C:7](O)=[O:8])([O-:3])=[O:2].B.C1COCC1.O. (3) Given the product [CH3:1][S:2]([OH:5])(=[O:4])=[O:3].[C:10](/[C:12](/[C:36]1[CH:41]=[CH:40][C:39]([O:42][CH3:43])=[C:38]([O:44][CH3:45])[CH:37]=1)=[CH:13]\[C:14]1[S:18][C:17]([N:19]2[CH2:20][CH2:21][CH:22]([O:25][C:26](=[O:35])[CH2:27][N:28]3[CH2:29][CH2:30][CH:31]([OH:34])[CH2:32][CH2:33]3)[CH2:23][CH2:24]2)=[CH:16][CH:15]=1)#[N:11], predict the reactants needed to synthesize it. The reactants are: [CH3:1][S:2]([OH:5])(=[O:4])=[O:3].CC(O)C.[C:10](/[C:12](/[C:36]1[CH:41]=[CH:40][C:39]([O:42][CH3:43])=[C:38]([O:44][CH3:45])[CH:37]=1)=[CH:13]\[C:14]1[S:18][C:17]([N:19]2[CH2:24][CH2:23][CH:22]([O:25][C:26](=[O:35])[CH2:27][N:28]3[CH2:33][CH2:32][CH:31]([OH:34])[CH2:30][CH2:29]3)[CH2:21][CH2:20]2)=[CH:16][CH:15]=1)#[N:11]. (4) The reactants are: [C:1]([C:4]1[CH:12]=[CH:11][C:7]2[O:8][CH2:9][CH2:10][C:6]=2[CH:5]=1)(=O)[CH3:2].[C:13]([CH2:15][C:16]([O:18][CH3:19])=[O:17])#[N:14].C(N)C1C=CC=CC=1.C(O)(=O)C. Given the product [CH3:19][O:18][C:16](=[O:17])/[C:15](/[C:13]#[N:14])=[C:1](/[C:4]1[CH:12]=[CH:11][C:7]2[O:8][CH2:9][CH2:10][C:6]=2[CH:5]=1)\[CH3:2], predict the reactants needed to synthesize it. (5) Given the product [OH:36]/[N:35]=[C:4]1/[C:3]([CH3:9])([CH3:10])[C:2]([C:11]2[S:12][C:13]([C:16]3[CH:21]=[C:20]([NH:22][C:23]4[N:28]=[C:27]([C:29]([F:30])([F:31])[F:32])[CH:26]=[CH:25][N:24]=4)[CH:19]=[C:18]([CH3:33])[CH:17]=3)=[CH:14][N:15]=2)([OH:1])[CH2:7][CH2:6][CH2:5]/1, predict the reactants needed to synthesize it. The reactants are: [OH:1][C:2]1([C:11]2[S:12][C:13]([C:16]3[CH:21]=[C:20]([NH:22][C:23]4[N:28]=[C:27]([C:29]([F:32])([F:31])[F:30])[CH:26]=[CH:25][N:24]=4)[CH:19]=[C:18]([CH3:33])[CH:17]=3)=[CH:14][N:15]=2)[CH2:7][CH2:6][CH2:5][C:4](=O)[C:3]1([CH3:10])[CH3:9].Cl.[NH2:35][OH:36]. (6) Given the product [CH:55]1([C@H:53]([NH:52][C:38]2[C:39]3[NH:44][C:43]([C:45]4[CH:50]=[CH:49][CH:48]=[C:47]([CH3:51])[CH:46]=4)=[CH:42][C:40]=3[N:41]=[C:36]([C:59]#[N:60])[N:37]=2)[CH3:54])[CH2:58][CH2:57][CH2:56]1, predict the reactants needed to synthesize it. The reactants are: C1(P(C2CCCCC2)C2C=CC=CC=2C2C(C(C)C)=CC(C(C)C)=CC=2C(C)C)CCCCC1.Cl[C:36]1[N:37]=[C:38]([NH:52][C@@H:53]([CH:55]2[CH2:58][CH2:57][CH2:56]2)[CH3:54])[C:39]2[NH:44][C:43]([C:45]3[CH:50]=[CH:49][CH:48]=[C:47]([CH3:51])[CH:46]=3)=[CH:42][C:40]=2[N:41]=1.[CH3:59][N:60](C)C(=O)C. (7) Given the product [C:22]1([C:27]2[CH:32]=[CH:31][CH:30]=[CH:29][CH:28]=2)[CH:23]=[CH:24][CH:25]=[C:26]([N:7]([C:2]2[N:3]=[C:38]([C:37]3[CH:14]=[CH:4][CH:5]=[CH:6][CH:36]=3)[CH:39]=[C:40]([C:13]3[CH:8]=[CH:9][CH:10]=[CH:11][CH:12]=3)[N:35]=2)[C:2]2[N:7]=[C:6]([C:8]3[CH:13]=[CH:12][CH:11]=[CH:10][CH:9]=3)[CH:5]=[C:4]([C:14]3[CH:19]=[CH:18][CH:17]=[CH:16][CH:15]=3)[N:3]=2)[CH:21]=1, predict the reactants needed to synthesize it. The reactants are: Cl[C:2]1[N:7]=[C:6]([C:8]2[CH:13]=[CH:12][CH:11]=[CH:10][CH:9]=2)[CH:5]=[C:4]([C:14]2[CH:19]=[CH:18][CH:17]=[CH:16][CH:15]=2)[N:3]=1.N[C:21]1[CH:26]=[CH:25][CH:24]=[CH:23][C:22]=1[C:27]1[CH:32]=[CH:31][CH:30]=[CH:29][CH:28]=1.[H-].[Na+].[N:35]1[CH:40]=[CH:39][CH:38]=[CH:37][CH:36]=1. (8) Given the product [CH:1]([N:4]1[C:8]2[C:9]([Br:14])=[C:10]([NH2:13])[CH:11]=[CH:12][C:7]=2[N:6]=[CH:5]1)([CH3:3])[CH3:2], predict the reactants needed to synthesize it. The reactants are: [CH:1]([N:4]1[C:8]2[CH:9]=[C:10]([NH2:13])[CH:11]=[CH:12][C:7]=2[N:6]=[CH:5]1)([CH3:3])[CH3:2].[Br:14]Br.N.